Dataset: Reaction yield outcomes from USPTO patents with 853,638 reactions. Task: Predict the reaction yield, written as a fraction of the theoretical maximum amount of product (1.0 means a 100% yield; for example, 0.34 means a 34% yield). (1) The reactants are [Cl:1][C:2]1[CH:10]=[CH:9][C:8]([Cl:11])=[C:7]2[C:3]=1[C:4]([C:20]1[C:28](O)=[CH:27][C:23]3[O:24][CH2:25][O:26][C:22]=3[CH:21]=1)([CH2:18][OH:19])[C:5](=[O:17])[N:6]2[CH2:12][CH2:13][CH2:14][CH2:15][CH3:16].C1(P(C2C=CC=CC=2)C2C=CC=CC=2)C=CC=CC=1.N(C(OC(C)C)=O)=NC(OC(C)C)=O. The catalyst is O1CCCC1. The product is [Cl:1][C:2]1[CH:10]=[CH:9][C:8]([Cl:11])=[C:7]2[C:3]=1[C:4]1([C:20]3=[CH:21][C:22]4[O:26][CH2:25][O:24][C:23]=4[CH:27]=[C:28]3[O:19][CH2:18]1)[C:5](=[O:17])[N:6]2[CH2:12][CH2:13][CH2:14][CH2:15][CH3:16]. The yield is 0.200. (2) The reactants are P(Br)(Br)[Br:2].[F:5][C:6]([F:22])([F:21])[O:7][C:8]1[CH:13]=[CH:12][C:11]([N:14]2[CH:18]=[CH:17][C:16]([CH2:19]O)=[N:15]2)=[CH:10][CH:9]=1. The catalyst is CCOCC. The product is [Br:2][CH2:19][C:16]1[CH:17]=[CH:18][N:14]([C:11]2[CH:12]=[CH:13][C:8]([O:7][C:6]([F:22])([F:21])[F:5])=[CH:9][CH:10]=2)[N:15]=1. The yield is 0.890. (3) The reactants are Br[C:2]1[CH:3]=[CH:4][C:5]([F:25])=[C:6]([C:8]2[N:13]=[C:12]([C:14]([O:16][CH2:17][CH3:18])=[O:15])[C:11]([NH:19][CH:20]([CH3:24])[CH2:21][O:22][CH3:23])=[CH:10][CH:9]=2)[CH:7]=1.[C:26]([C@:28]1([OH:35])[CH2:32][CH2:31][N:30]([CH3:33])[C:29]1=[O:34])#[CH:27]. No catalyst specified. The product is [F:25][C:5]1[CH:4]=[CH:3][C:2]([C:27]#[C:26][C@:28]2([OH:35])[CH2:32][CH2:31][N:30]([CH3:33])[C:29]2=[O:34])=[CH:7][C:6]=1[C:8]1[N:13]=[C:12]([C:14]([O:16][CH2:17][CH3:18])=[O:15])[C:11]([NH:19][CH:20]([CH3:24])[CH2:21][O:22][CH3:23])=[CH:10][CH:9]=1. The yield is 0.940. (4) The reactants are CO[C:3](=[O:31])[CH2:4][CH2:5][C:6]1[C:7]([NH:22][C:23]2[C:28]([F:29])=[CH:27][CH:26]=[CH:25][C:24]=2[F:30])=[N:8][C:9]([S:20][CH3:21])=[N:10][C:11]=1[C:12]1[CH:17]=[CH:16][C:15]([F:18])=[CH:14][C:13]=1[CH3:19].C[O-].[Na+]. The catalyst is CO. The product is [F:30][C:24]1[CH:25]=[CH:26][CH:27]=[C:28]([F:29])[C:23]=1[N:22]1[C:7]2[N:8]=[C:9]([S:20][CH3:21])[N:10]=[C:11]([C:12]3[CH:17]=[CH:16][C:15]([F:18])=[CH:14][C:13]=3[CH3:19])[C:6]=2[CH2:5][CH2:4][C:3]1=[O:31]. The yield is 0.210. (5) The reactants are [OH:1][CH2:2][CH2:3][CH2:4][C:5]1[C:13]2[O:12][CH2:11][CH:10]([C:14]3[CH:19]=[CH:18][C:17]([CH:20]([CH3:22])[CH3:21])=[CH:16][CH:15]=3)[C:9]=2[C:8]([CH3:23])=[C:7]([NH:24][C:25](=[O:32])OCC(Cl)(Cl)Cl)[C:6]=1[CH3:33].[NH2:34][CH2:35][CH2:36][OH:37]. The yield is 0.530. The catalyst is CCCCCC.C(OCC)(=O)C. The product is [OH:37][CH2:36][CH2:35][NH:34][C:25]([NH:24][C:7]1[C:6]([CH3:33])=[C:5]([CH2:4][CH2:3][CH2:2][OH:1])[C:13]2[O:12][CH2:11][CH:10]([C:14]3[CH:15]=[CH:16][C:17]([CH:20]([CH3:22])[CH3:21])=[CH:18][CH:19]=3)[C:9]=2[C:8]=1[CH3:23])=[O:32]. (6) The reactants are Br[C:2]1[CH:3]=[C:4]([C:8]2([C:18]3[CH:23]=[C:22]([CH3:24])[C:21]([O:25][CH3:26])=[C:20]([CH3:27])[N:19]=3)[C:16]3[C:11](=[N:12][CH:13]=[CH:14][CH:15]=3)[C:10]([NH2:17])=[N:9]2)[CH:5]=[CH:6][CH:7]=1.[N:28]1[CH:33]=[C:32](B(O)O)[CH:31]=[N:30][CH:29]=1.C(=O)([O-])[O-].[K+].[K+].O. The catalyst is COCCOC.C1C=CC(P(C2C=CC=CC=2)[C-]2C=CC=C2)=CC=1.C1C=CC(P(C2C=CC=CC=2)[C-]2C=CC=C2)=CC=1.Cl[Pd]Cl.[Fe+2].C(O)C. The product is [CH3:26][O:25][C:21]1[C:22]([CH3:24])=[CH:23][C:18]([C:8]2([C:4]3[CH:5]=[CH:6][CH:7]=[C:2]([C:32]4[CH:33]=[N:28][CH:29]=[N:30][CH:31]=4)[CH:3]=3)[C:16]3[C:11](=[N:12][CH:13]=[CH:14][CH:15]=3)[C:10]([NH2:17])=[N:9]2)=[N:19][C:20]=1[CH3:27]. The yield is 0.250. (7) The product is [Cl:29][C:26]1[CH:27]=[CH:28][C:23](/[C:21](/[OH:22])=[CH:20]/[C:8]([CH:6]2[CH2:5][CH2:4][O:3][C:2]([CH3:11])([CH3:1])[CH2:7]2)=[O:9])=[CH:24][CH:25]=1. The yield is 0.580. The catalyst is C(Cl)Cl. The reactants are [CH3:1][C:2]1([CH3:11])[CH2:7][CH:6]([C:8](Cl)=[O:9])[CH2:5][CH2:4][O:3]1.CCOCC.[Mg+2].[Br-].[Br-].[CH3:20][C:21]([C:23]1[CH:28]=[CH:27][C:26]([Cl:29])=[CH:25][CH:24]=1)=[O:22].CCN(C(C)C)C(C)C.